Dataset: Peptide-MHC class I binding affinity with 185,985 pairs from IEDB/IMGT. Task: Regression. Given a peptide amino acid sequence and an MHC pseudo amino acid sequence, predict their binding affinity value. This is MHC class I binding data. (1) The peptide sequence is RDYVDRFYKTL. The MHC is HLA-A03:01 with pseudo-sequence HLA-A03:01. The binding affinity (normalized) is 0. (2) The peptide sequence is HMYISKKAK. The MHC is HLA-B18:01 with pseudo-sequence HLA-B18:01. The binding affinity (normalized) is 0.